From a dataset of Full USPTO retrosynthesis dataset with 1.9M reactions from patents (1976-2016). Predict the reactants needed to synthesize the given product. Given the product [Cl:7][C:8]1[C:12]([CH3:13])=[CH:11][S:10][C:9]=1[CH2:14][OH:15], predict the reactants needed to synthesize it. The reactants are: [H-].[Al+3].[Li+].[H-].[H-].[H-].[Cl:7][C:8]1[C:12]([CH3:13])=[CH:11][S:10][C:9]=1[C:14](OC)=[O:15].Cl.